Dataset: Forward reaction prediction with 1.9M reactions from USPTO patents (1976-2016). Task: Predict the product of the given reaction. (1) Given the reactants [Cl:1][C:2]1[CH:11]=[CH:10][C:5]([C:6](=O)[CH2:7]Cl)=[CH:4][CH:3]=1.[S-:12][C:13]#[N:14].[K+].[Cl:16][C:17]1[CH:18]=[C:19]([CH:21]=[C:22]([F:24])[CH:23]=1)[NH2:20].[OH2:25], predict the reaction product. The product is: [Cl:16][C:17]1[CH:18]=[C:19]([NH:20][C:13]([NH:14][C:7](=[O:25])[CH2:6][C:5]2[CH:10]=[CH:11][C:2]([Cl:1])=[CH:3][CH:4]=2)=[S:12])[CH:21]=[C:22]([F:24])[CH:23]=1. (2) Given the reactants [H-].[Na+].[CH3:3][C:4]1[C:8]2[CH:9]=[CH:10][C:11]([C:13]([F:16])([F:15])[F:14])=[CH:12][C:7]=2[O:6][C:5]=1[C:17](=O)[CH2:18][CH2:19][CH2:20][CH3:21].[OH2:23], predict the reaction product. The product is: [CH3:3][C:4]1[C:8]2[CH:9]=[CH:10][C:11]([C:13]([F:16])([F:15])[F:14])=[CH:12][C:7]=2[O:6][C:5]=1[C:17]([CH2:18][CH2:19][CH2:20][CH3:21])=[CH:4][C:5]([O:6][CH2:7][CH3:8])=[O:23]. (3) Given the reactants F[C:2]1[CH:7]=[C:6]([F:8])[CH:5]=[CH:4][C:3]=1[C:9]1[N:14]=[CH:13][N:12]=[C:11]([NH:15][C:16]2[CH:21]=[CH:20][CH:19]=[C:18]([CH2:22][S:23]([CH3:26])(=[O:25])=[O:24])[CH:17]=2)[N:10]=1.[OH:27][CH2:28][C:29]1[CH:30]=[N:31][CH:32]=[CH:33][CH:34]=1, predict the reaction product. The product is: [F:8][C:6]1[CH:5]=[CH:4][C:3]([C:9]2[N:14]=[CH:13][N:12]=[C:11]([NH:15][C:16]3[CH:21]=[CH:20][CH:19]=[C:18]([CH2:22][S:23]([CH3:26])(=[O:25])=[O:24])[CH:17]=3)[N:10]=2)=[C:2]([O:27][CH2:28][C:29]2[CH:30]=[N:31][CH:32]=[CH:33][CH:34]=2)[CH:7]=1. (4) Given the reactants C[O:2][C:3]([C@H:5]1[CH2:10][CH2:9][C@H:8]([C:11]2[N:15]3[CH:16]=[CH:17][N:18]=[C:19]([NH2:20])[C:14]3=[C:13]([C:21]3[CH:30]=[C:29]4[C:24]([CH:25]=[CH:26][C:27]([C:31]5[CH:36]=[CH:35][CH:34]=[CH:33][CH:32]=5)=[N:28]4)=[CH:23][CH:22]=3)[N:12]=2)[CH2:7][CH2:6]1)=[O:4].[OH-].[Na+], predict the reaction product. The product is: [NH2:20][C:19]1[C:14]2[N:15]([C:11]([C@H:8]3[CH2:7][CH2:6][C@H:5]([C:3]([OH:4])=[O:2])[CH2:10][CH2:9]3)=[N:12][C:13]=2[C:21]2[CH:30]=[C:29]3[C:24]([CH:25]=[CH:26][C:27]([C:31]4[CH:36]=[CH:35][CH:34]=[CH:33][CH:32]=4)=[N:28]3)=[CH:23][CH:22]=2)[CH:16]=[CH:17][N:18]=1. (5) Given the reactants [CH3:1][NH:2][C@@H:3]1[C:8]2[CH:9]=[CH:10][CH:11]=[CH:12][C:7]=2[C@H:6]([C:13]2[CH:14]=[CH:15][C:16]([Cl:20])=[C:17]([Cl:19])[CH:18]=2)[CH2:5][CH2:4]1.[NH2:21][C@H:22]([C:28]([OH:30])=[O:29])[CH2:23][CH2:24][C:25]([OH:27])=[O:26], predict the reaction product. The product is: [CH3:1][NH:2][C@@H:3]1[C:8]2[CH:9]=[CH:10][CH:11]=[CH:12][C:7]=2[C@H:6]([C:13]2[CH:14]=[CH:15][C:16]([Cl:20])=[C:17]([Cl:19])[CH:18]=2)[CH2:5][CH2:4]1.[NH2:21][C@H:22]([C:28]([O-:30])=[O:29])[CH2:23][CH2:24][C:25]([O-:27])=[O:26].